Dataset: Catalyst prediction with 721,799 reactions and 888 catalyst types from USPTO. Task: Predict which catalyst facilitates the given reaction. (1) Reactant: [I:1]I.C1(P(C2C=CC=CC=2)C2C=CC=CC=2)C=CC=CC=1.[C:22]([C@@:24]1([OH:40])[C@H:28]([OH:29])[C@@H:27]([CH2:30]O)[O:26][C@H:25]1[N:32]1[CH:37]=[CH:36][C:35](=[O:38])[NH:34][C:33]1=[O:39])#[CH:23]. Product: [C:22]([C@@:24]1([OH:40])[C@H:28]([OH:29])[C@@H:27]([CH2:30][I:1])[O:26][C@H:25]1[N:32]1[CH:37]=[CH:36][C:35](=[O:38])[NH:34][C:33]1=[O:39])#[CH:23]. The catalyst class is: 1. (2) Reactant: [F:1][C:2]1[CH:11]=[C:10]([F:12])[CH:9]=[C:8]2[C:3]=1[C:4](=[O:13])[CH2:5][CH2:6][O:7]2.[CH:14]1([Mg]Br)[CH2:16][CH2:15]1.O. Product: [CH:14]1([C:4]2([OH:13])[C:3]3[C:8](=[CH:9][C:10]([F:12])=[CH:11][C:2]=3[F:1])[O:7][CH2:6][CH2:5]2)[CH2:16][CH2:15]1. The catalyst class is: 469. (3) Reactant: Cl[C:2]1[C:11]2[C:6](=[CH:7][C:8]([O:14][CH2:15][CH2:16][CH2:17][N:18]3[CH2:23][CH2:22][N:21]([CH3:24])[CH2:20][C:19]3=[O:25])=[C:9]([O:12][CH3:13])[CH:10]=2)[N:5]=[CH:4][N:3]=1.[Cl:26][C:27]1[CH:35]=[C:34]([C:36]#[C:37][CH2:38][O:39][CH3:40])[C:30]2[O:31][CH2:32][O:33][C:29]=2[C:28]=1[NH2:41].C[Si]([N-][Si](C)(C)C)(C)C.[Na+]. Product: [Cl:26][C:27]1[CH:35]=[C:34]([C:36]#[C:37][CH2:38][O:39][CH3:40])[C:30]2[O:31][CH2:32][O:33][C:29]=2[C:28]=1[NH:41][C:2]1[C:11]2[C:6](=[CH:7][C:8]([O:14][CH2:15][CH2:16][CH2:17][N:18]3[CH2:23][CH2:22][N:21]([CH3:24])[CH2:20][C:19]3=[O:25])=[C:9]([O:12][CH3:13])[CH:10]=2)[N:5]=[CH:4][N:3]=1. The catalyst class is: 3. (4) Reactant: CS(O[CH2:6][C@H:7]1[CH2:12][N:11]([S:13]([C:16]2[S:17][CH:18]=[CH:19][CH:20]=2)(=[O:15])=[O:14])[CH2:10][CH2:9][N:8]1[C:21]1[CH:26]=[CH:25][C:24]([C:27]([OH:33])([CH3:32])[C:28]([F:31])([F:30])[F:29])=[CH:23][CH:22]=1)(=O)=O.[NH:34]1[CH2:39][CH2:38][NH:37][CH2:36][C:35]1=[O:40].C(=O)([O-])[O-].[K+].[K+]. Product: [S:17]1[CH:18]=[CH:19][CH:20]=[C:16]1[S:13]([N:11]1[CH2:10][CH2:9][N:8]([C:21]2[CH:22]=[CH:23][C:24]([C:27]([OH:33])([CH3:32])[C:28]([F:31])([F:30])[F:29])=[CH:25][CH:26]=2)[C@@H:7]([CH2:6][N:37]2[CH2:38][CH2:39][NH:34][C:35](=[O:40])[CH2:36]2)[CH2:12]1)(=[O:14])=[O:15]. The catalyst class is: 290.